This data is from Forward reaction prediction with 1.9M reactions from USPTO patents (1976-2016). The task is: Predict the product of the given reaction. (1) Given the reactants [N+:1]([C:4]1[CH:9]=[CH:8][C:7]([S:10]([NH-:13])(=[O:12])=[O:11])=[CH:6][CH:5]=1)([O-:3])=[O:2].[OH-].[K+].[C:16](O)(=O)[CH3:17].[C:20](O)(=O)[CH3:21].[I:24][C:25]1[CH:30]=[CH:29][CH:28]=[CH:27][CH:26]=1.O.[CH3:32]O, predict the reaction product. The product is: [N+:1]([C:4]1[CH:5]=[CH:6][C:7]([S:10]([N:13]=[C:17]2[CH2:16][CH2:21][CH2:20][CH2:32][I:24]2[C:25]2[CH:30]=[CH:29][CH:28]=[CH:27][CH:26]=2)(=[O:11])=[O:12])=[CH:8][CH:9]=1)([O-:3])=[O:2]. (2) Given the reactants [N:1]1[CH:6]=[C:5]([C:7]([NH:9][C:10]2([C:13]([OH:15])=O)[CH2:12][CH2:11]2)=[O:8])[CH:4]=[N:3][CH:2]=1.[Cl:16][C:17]1[CH:32]=[CH:31][C:20]([O:21][C:22]2[CH:27]=[CH:26][C:25]([CH:28]([NH2:30])[CH3:29])=[CH:24][CH:23]=2)=[C:19]([F:33])[CH:18]=1, predict the reaction product. The product is: [Cl:16][C:17]1[CH:32]=[CH:31][C:20]([O:21][C:22]2[CH:23]=[CH:24][C:25]([CH:28]([NH:30][C:13]([C:10]3([NH:9][C:7]([C:5]4[CH:4]=[N:3][CH:2]=[N:1][CH:6]=4)=[O:8])[CH2:11][CH2:12]3)=[O:15])[CH3:29])=[CH:26][CH:27]=2)=[C:19]([F:33])[CH:18]=1. (3) The product is: [Cl:39][C:36]1[CH:37]=[CH:38][C:9]2[N:8]3[CH:4]=[CH:5][CH:6]=[C:7]3[C@@H:13]([CH2:14][CH2:15][N:16]3[N:20]=[N:19][C:18]([CH2:21][C:22]([OH:24])=[O:23])=[N:17]3)[CH2:12][C@H:11]([C:25]3[CH:30]=[CH:29][CH:28]=[C:27]([O:31][CH3:32])[C:26]=3[O:33][CH3:34])[C:10]=2[CH:35]=1. Given the reactants ClC([C:4]1[N:8]2[C:9]3[CH:38]=[CH:37][C:36]([Cl:39])=[CH:35][C:10]=3[C@@H:11]([C:25]3[CH:30]=[CH:29][CH:28]=[C:27]([O:31][CH3:32])[C:26]=3[O:33][CH3:34])[CH2:12][C@H:13]([CH2:14][CH2:15][N:16]3[N:20]=[N:19][C:18]([CH2:21][C:22]([O-:24])=[O:23])=[N:17]3)[C:7]2=[CH:6][CH:5]=1)C.C(=O)([O-])[O-].[K+].[K+].Cl, predict the reaction product. (4) Given the reactants [Cl:1][C:2]1[N:7]=[CH:6][C:5]([CH2:8][O:9][C:10]2[CH:11]=[CH:12][C:13]3[O:17][C:16]([CH:18]([NH:25][C:26]4[CH:31]=[CH:30][C:29]([C:32]([N:34]([CH3:42])[CH2:35][CH2:36][C:37]([O:39]CC)=[O:38])=[O:33])=[CH:28][CH:27]=4)[CH:19]4[CH2:24][CH2:23][CH2:22][CH2:21][CH2:20]4)=[C:15]([CH3:43])[C:14]=3[CH:44]=2)=[CH:4][CH:3]=1.[OH-].[Na+], predict the reaction product. The product is: [Cl:1][C:2]1[N:7]=[CH:6][C:5]([CH2:8][O:9][C:10]2[CH:11]=[CH:12][C:13]3[O:17][C:16]([CH:18]([NH:25][C:26]4[CH:27]=[CH:28][C:29]([C:32]([N:34]([CH3:42])[CH2:35][CH2:36][C:37]([OH:39])=[O:38])=[O:33])=[CH:30][CH:31]=4)[CH:19]4[CH2:24][CH2:23][CH2:22][CH2:21][CH2:20]4)=[C:15]([CH3:43])[C:14]=3[CH:44]=2)=[CH:4][CH:3]=1. (5) The product is: [CH3:9][O:8][C:6](=[O:7])[C:5]1[CH:10]=[CH:11][C:2]([N:18]2[CH2:17][CH2:16][CH2:15][CH2:14][CH2:13][C:12]2=[O:19])=[CH:3][CH:4]=1. Given the reactants I[C:2]1[CH:11]=[CH:10][C:5]([C:6]([O:8][CH3:9])=[O:7])=[CH:4][CH:3]=1.[C:12]1(=[O:19])[NH:18][CH2:17][CH2:16][CH2:15][CH2:14][CH2:13]1.C([O-])([O-])=O.[K+].[K+].N1C2C(=CC=C3C=2N=CC=C3)C=CC=1, predict the reaction product. (6) Given the reactants [C:1]1([C:7]2[N:12]=[C:11]([C:13]3[CH:18]=[CH:17][CH:16]=[CH:15][CH:14]=3)[N:10]=[C:9]([C:19]3[CH:20]=[CH:21][CH:22]=[C:23]4[C:31]=3[NH:30][C:29]3[C:28]([C:32]5[CH:44]=[CH:43][C:42]6[C:41]7[C:36](=[CH:37][CH:38]=[C:39]([C:45]8[CH:50]=[CH:49][CH:48]=[CH:47][CH:46]=8)[CH:40]=7)[N:35]([C:51]7[CH:56]=[CH:55][CH:54]=[CH:53][CH:52]=7)[C:34]=6[CH:33]=5)=[CH:27][CH:26]=[CH:25][C:24]4=3)[N:8]=2)[CH:6]=[CH:5][CH:4]=[CH:3][CH:2]=1.Br[C:58]1[CH:63]=[CH:62][CH:61]=[CH:60][CH:59]=1.C(P(C(C)(C)C)C(C)(C)C)(C)(C)C.CC([O-])(C)C.[Na+], predict the reaction product. The product is: [C:1]1([C:7]2[N:12]=[C:11]([C:13]3[CH:18]=[CH:17][CH:16]=[CH:15][CH:14]=3)[N:10]=[C:9]([C:19]3[CH:20]=[CH:21][CH:22]=[C:23]4[C:31]=3[N:30]([C:58]3[CH:63]=[CH:62][CH:61]=[CH:60][CH:59]=3)[C:29]3[C:28]([C:32]5[CH:44]=[CH:43][C:42]6[C:41]7[C:36](=[CH:37][CH:38]=[C:39]([C:45]8[CH:46]=[CH:47][CH:48]=[CH:49][CH:50]=8)[CH:40]=7)[N:35]([C:51]7[CH:52]=[CH:53][CH:54]=[CH:55][CH:56]=7)[C:34]=6[CH:33]=5)=[CH:27][CH:26]=[CH:25][C:24]4=3)[N:8]=2)[CH:2]=[CH:3][CH:4]=[CH:5][CH:6]=1. (7) Given the reactants [Cl:1][C:2]1[CH:7]=[CH:6][CH:5]=[C:4]([Cl:8])[C:3]=1[N:9]1[C:13]([C:14]2[S:18][C:17]([NH2:19])=[N:16][CH:15]=2)=[CH:12][C:11]([CH:20]([F:22])[F:21])=[N:10]1.C([N:26]([CH2:30][CH3:31])[CH:27]([CH3:29])[CH3:28])(C)C.Cl.[C:33](O)(=[O:35])C, predict the reaction product. The product is: [Cl:8][C:4]1[CH:5]=[CH:6][CH:7]=[C:2]([Cl:1])[C:3]=1[N:9]1[C:13]([C:14]2[S:18][C:17]([NH:19][C:33](=[O:35])[CH2:29][C@@H:27]3[CH2:28][CH2:31][CH2:30][NH:26]3)=[N:16][CH:15]=2)=[CH:12][C:11]([CH:20]([F:21])[F:22])=[N:10]1. (8) Given the reactants [C:1]1([C:10]2[CH:15]=[CH:14][CH:13]=[CH:12][CH:11]=2)[CH:6]=[CH:5][C:4]([C:7]([NH2:9])=O)=[CH:3][CH:2]=1.[H-].[H-].[H-].[H-].[Li+].[Al+3], predict the reaction product. The product is: [C:10]1([C:1]2[CH:2]=[CH:3][C:4]([CH2:7][NH2:9])=[CH:5][CH:6]=2)[CH:11]=[CH:12][CH:13]=[CH:14][CH:15]=1.